Dataset: Peptide-MHC class II binding affinity with 134,281 pairs from IEDB. Task: Regression. Given a peptide amino acid sequence and an MHC pseudo amino acid sequence, predict their binding affinity value. This is MHC class II binding data. (1) The peptide sequence is NGSYLNESDFRNEWI. The MHC is DRB1_0101 with pseudo-sequence DRB1_0101. The binding affinity (normalized) is 0.323. (2) The peptide sequence is VVVHITDDNEEPIAA. The MHC is HLA-DQA10102-DQB10502 with pseudo-sequence HLA-DQA10102-DQB10502. The binding affinity (normalized) is 0.626. (3) The peptide sequence is EQVGSNRELYVGDLN. The MHC is DRB1_0101 with pseudo-sequence DRB1_0101. The binding affinity (normalized) is 0.234.